From a dataset of Reaction yield outcomes from USPTO patents with 853,638 reactions. Predict the reaction yield, written as a fraction of the theoretical maximum amount of product (1.0 means a 100% yield; for example, 0.34 means a 34% yield). (1) The reactants are [S:1]([N:11]1[C:19]2[C:14](=[CH:15][CH:16]=[CH:17][CH:18]=2)[C:13]([CH2:20][N:21]2[CH2:26][CH2:25][CH2:24][C:23]3([CH2:31][CH2:30][NH:29][CH2:28][CH2:27]3)[C:22]2=[O:32])=[CH:12]1)([C:4]1[CH:10]=[CH:9][C:7]([CH3:8])=[CH:6][CH:5]=1)(=[O:3])=[O:2].Cl[C:34]1[N:39]=[C:38]([O:40][CH3:41])[CH:37]=[C:36]([CH3:42])[N:35]=1.C1CCN2C(=NCCC2)CC1. The catalyst is CN1C(=O)CCC1. The product is [CH3:41][O:40][C:38]1[CH:37]=[C:36]([CH3:42])[N:35]=[C:34]([N:29]2[CH2:30][CH2:31][C:23]3([C:22](=[O:32])[N:21]([CH2:20][C:13]4[C:14]5[C:19](=[CH:18][CH:17]=[CH:16][CH:15]=5)[N:11]([S:1]([C:4]5[CH:10]=[CH:9][C:7]([CH3:8])=[CH:6][CH:5]=5)(=[O:2])=[O:3])[CH:12]=4)[CH2:26][CH2:25][CH2:24]3)[CH2:27][CH2:28]2)[N:39]=1. The yield is 0.610. (2) The reactants are [CH3:1][N:2]([CH3:19])[C:3]([CH2:5][CH2:6][CH2:7][C:8]#[C:9][C:10]1[CH:11]=[C:12]([CH:16]=[CH:17][CH:18]=1)[C:13]([OH:15])=O)=[O:4].CCN=C=N[CH2:25][CH2:26][CH2:27][N:28](C)C.C(N(CC)CC)C. The catalyst is ClCCl. The product is [CH:27]1([NH:28][C:13](=[O:15])[C:12]2[CH:16]=[CH:17][CH:18]=[C:10]([C:9]#[C:8][CH2:7][CH2:6][CH2:5][C:3](=[O:4])[N:2]([CH3:1])[CH3:19])[CH:11]=2)[CH2:25][CH2:26]1. The yield is 0.910.